Task: Regression/Classification. Given a drug SMILES string, predict its absorption, distribution, metabolism, or excretion properties. Task type varies by dataset: regression for continuous measurements (e.g., permeability, clearance, half-life) or binary classification for categorical outcomes (e.g., BBB penetration, CYP inhibition). Dataset: cyp2c19_veith.. Dataset: CYP2C19 inhibition data for predicting drug metabolism from PubChem BioAssay (1) The compound is Cc1c(-c2ccc(F)cc2)nc(N)c(C#N)c1-c1cccs1. The result is 1 (inhibitor). (2) The compound is COc1ccccc1-c1cncnc1N(C)Cc1ccco1. The result is 1 (inhibitor). (3) The drug is Cc1ccc2nc(N/N=C\c3cccc(C)n3)cc(C)c2c1. The result is 0 (non-inhibitor). (4) The molecule is CCO/C([O-])=N/c1c[n+](N2CCOCC2)no1. The result is 0 (non-inhibitor). (5) The compound is Cc1cnc(CNc2ncnc3ccc(-c4ccccc4Cl)cc23)cn1. The result is 1 (inhibitor). (6) The drug is N#CCCn1c(=O)c(CCc2ccccc2)nc2cnc(Oc3cccc(Cl)c3)nc21. The result is 1 (inhibitor). (7) The compound is COc1cccc(/C=N/NC(=O)c2cccc([N+](=O)[O-])c2)c1OS(=O)(=O)c1ccc(C)cc1. The result is 1 (inhibitor).